This data is from Forward reaction prediction with 1.9M reactions from USPTO patents (1976-2016). The task is: Predict the product of the given reaction. (1) Given the reactants [CH3:1][C:2]1[C:7](=[O:8])[C:6]([CH3:9])=[C:5]([CH3:10])[C:4](=[O:11])[C:3]=1[CH2:12][C:13]1[CH:18]=[CH:17][C:16]([CH2:19][CH2:20][C:21](O)=[O:22])=[CH:15][CH:14]=1.[NH:24]1[CH2:29][CH2:28][O:27][CH2:26][CH2:25]1, predict the reaction product. The product is: [CH3:1][C:2]1[C:7](=[O:8])[C:6]([CH3:9])=[C:5]([CH3:10])[C:4](=[O:11])[C:3]=1[CH2:12][C:13]1[CH:14]=[CH:15][C:16]([CH2:19][CH2:20][C:21]([N:24]2[CH2:29][CH2:28][O:27][CH2:26][CH2:25]2)=[O:22])=[CH:17][CH:18]=1. (2) Given the reactants [NH2:1][C:2]1[CH:3]=[CH:4][C:5]([F:19])=[C:6]([C@:8]2([CH3:18])[C:14]([F:16])([F:15])[CH2:13][O:12][CH2:11][C:10]([NH2:17])=[N:9]2)[CH:7]=1.[F:20][CH:21]([F:32])[O:22][C:23]1[CH:24]=[CH:25][C:26]([C:29]([OH:31])=[O:30])=[N:27][CH:28]=1, predict the reaction product. The product is: [CH:29]([OH:31])=[O:30].[NH2:17][C:10]1[CH2:11][O:12][CH2:13][C:14]([F:15])([F:16])[C@:8]([C:6]2[CH:7]=[C:2]([NH:1][C:29](=[O:30])[C:26]3[CH:25]=[CH:24][C:23]([O:22][CH:21]([F:32])[F:20])=[CH:28][N:27]=3)[CH:3]=[CH:4][C:5]=2[F:19])([CH3:18])[N:9]=1.